This data is from Full USPTO retrosynthesis dataset with 1.9M reactions from patents (1976-2016). The task is: Predict the reactants needed to synthesize the given product. (1) Given the product [OH:1][C:2]1[CH:9]=[C:8]([O:10][CH:15]2[CH2:16][CH2:17][CH2:18][CH2:19][O:14]2)[CH:7]=[C:6]([CH2:11][O:12][CH3:13])[C:3]=1[CH:4]=[O:5], predict the reactants needed to synthesize it. The reactants are: [OH:1][C:2]1[CH:9]=[C:8]([OH:10])[CH:7]=[C:6]([CH2:11][O:12][CH3:13])[C:3]=1[CH:4]=[O:5].[O:14]1[CH:19]=[CH:18][CH2:17][CH2:16][CH2:15]1. (2) Given the product [OH:16][C:14]1[C:13]2[CH:12]=[N:11][CH:10]=[N:9][C:8]=2[O:7][C:6]=1[C:4]([O:3][CH2:1][CH3:2])=[O:5], predict the reactants needed to synthesize it. The reactants are: [CH2:1]([O:3][C:4]([CH2:6][O:7][C:8]1[C:13]([C:14]([O:16]CC)=O)=[CH:12][N:11]=[CH:10][N:9]=1)=[O:5])[CH3:2].CC(C)([O-])C.[Na+].Cl. (3) Given the product [CH2:1]([O:5][C:6]([N:8]1[CH2:13][CH2:12][N:11]([C:14](=[O:51])[C@@H:15]([NH:21][C:22]([C:24]2[CH:28]=[C:27]([O:29][CH2:30][C:31]([N:33]3[CH2:37][CH2:36][CH2:35][C@H:34]3[C:38](=[O:44])[NH:39][CH:40]3[CH2:43][CH2:42][CH2:41]3)=[O:32])[N:26]([C:45]3[CH:50]=[CH:49][CH:48]=[CH:47][CH:46]=3)[N:25]=2)=[O:23])[CH2:16][CH2:17][C:18]([O:20][CH3:52])=[O:19])[CH2:10][CH2:9]1)=[O:7])[CH2:2][CH2:3][CH3:4], predict the reactants needed to synthesize it. The reactants are: [CH2:1]([O:5][C:6]([N:8]1[CH2:13][CH2:12][N:11]([C:14](=[O:51])[C@@H:15]([NH:21][C:22]([C:24]2[CH:28]=[C:27]([O:29][CH2:30][C:31]([N:33]3[CH2:37][CH2:36][CH2:35][C@H:34]3[C:38](=[O:44])[NH:39][CH:40]3[CH2:43][CH2:42][CH2:41]3)=[O:32])[N:26]([C:45]3[CH:50]=[CH:49][CH:48]=[CH:47][CH:46]=3)[N:25]=2)=[O:23])[CH2:16][CH2:17][C:18]([OH:20])=[O:19])[CH2:10][CH2:9]1)=[O:7])[CH2:2][CH2:3][CH3:4].[CH2:52](Cl)CCl.CO. (4) The reactants are: [OH-].[K+].C([O:5][C:6](=[O:25])[C:7]([CH2:14][C:15]1[CH:20]=[CH:19][C:18]([C:21](=O)[CH3:22])=[CH:17][C:16]=1[Br:24])(C)[C:8](OCC)=O)C.O.NN. Given the product [Br:24][C:16]1[CH:17]=[C:18]([CH2:21][CH3:22])[CH:19]=[CH:20][C:15]=1[CH2:14][CH:7]([CH3:8])[C:6]([OH:25])=[O:5], predict the reactants needed to synthesize it.